From a dataset of Catalyst prediction with 721,799 reactions and 888 catalyst types from USPTO. Predict which catalyst facilitates the given reaction. (1) Reactant: CS(O[CH2:6][CH2:7][N:8]1[C:16]2[CH:15]=[CH:14][CH:13]=[CH:12][C:11]=2[C:10]2[CH2:17][CH2:18][N:19]([C:22]([O:24][C:25]([CH3:28])([CH3:27])[CH3:26])=[O:23])[CH2:20][CH2:21][C:9]1=2)(=O)=O.[N-:29]=[N+:30]=[N-:31].[Na+]. Product: [N:29]([CH2:6][CH2:7][N:8]1[C:16]2[CH:15]=[CH:14][CH:13]=[CH:12][C:11]=2[C:10]2[CH2:17][CH2:18][N:19]([C:22]([O:24][C:25]([CH3:28])([CH3:27])[CH3:26])=[O:23])[CH2:20][CH2:21][C:9]1=2)=[N+:30]=[N-:31]. The catalyst class is: 31. (2) The catalyst class is: 5. Reactant: [Cl:1][C:2]1[N:7]=[N:6][C:5]([C:8]([F:15])([F:14])[C:9]([O:11]CC)=O)=[CH:4][CH:3]=1.[Br:16][C:17]1[CH:18]=[CH:19][C:20]([NH:23][NH2:24])=[N:21][CH:22]=1.CCN(C(C)C)C(C)C. Product: [Br:16][C:17]1[CH:18]=[CH:19][C:20]([NH:23][NH:24][C:9](=[O:11])[C:8]([C:5]2[N:6]=[N:7][C:2]([Cl:1])=[CH:3][CH:4]=2)([F:14])[F:15])=[N:21][CH:22]=1. (3) Reactant: [CH3:1][N:2]1[CH2:7][CH2:6][N:5]([C:8]2[CH:13]=[CH:12][N:11]=[C:10]([C:14]3[CH:15]=[C:16]([OH:20])[CH:17]=[CH:18][CH:19]=3)[CH:9]=2)[CH2:4][CH2:3]1.N1C=CC=CC=1.[F:27][C:28]([F:41])([F:40])[S:29](O[S:29]([C:28]([F:41])([F:40])[F:27])(=[O:31])=[O:30])(=[O:31])=[O:30].O. Product: [CH3:1][N:2]1[CH2:7][CH2:6][N:5]([C:8]2[CH:13]=[CH:12][N:11]=[C:10]([C:14]3[CH:15]=[C:16]([O:20][S:29]([C:28]([F:41])([F:40])[F:27])(=[O:31])=[O:30])[CH:17]=[CH:18][CH:19]=3)[CH:9]=2)[CH2:4][CH2:3]1. The catalyst class is: 2. (4) Reactant: [Br:1][C:2]1[CH:3]=[C:4]2[C:8](=[CH:9][CH:10]=1)[C:7](=[O:11])[CH2:6][CH2:5]2.C[N+:13]1([O-])[CH2:18]COCC1.[CH3:20][Si:21](C#N)([CH3:23])[CH3:22]. Product: [Br:1][C:2]1[CH:3]=[C:4]2[C:8](=[CH:9][CH:10]=1)[C:7]([O:11][Si:21]([CH3:23])([CH3:22])[CH3:20])([C:18]#[N:13])[CH2:6][CH2:5]2. The catalyst class is: 2. (5) Reactant: [O:1]1[CH2:5][CH2:4][O:3][CH:2]1[C:6]1[CH:11]=[CH:10][C:9]([O:12][C:13]2[CH:18]=[CH:17][C:16]([NH:19][CH:20]=[O:21])=[C:15]([N+:22]([O-])=O)[CH:14]=2)=[C:8]([O:25][CH3:26])[CH:7]=1. Product: [NH2:22][C:15]1[CH:14]=[C:13]([O:12][C:9]2[CH:10]=[CH:11][C:6]([CH:2]3[O:1][CH2:5][CH2:4][O:3]3)=[CH:7][C:8]=2[O:25][CH3:26])[CH:18]=[CH:17][C:16]=1[NH:19][CH:20]=[O:21]. The catalyst class is: 78. (6) Reactant: C(O[C:6](=O)[N:7]([C:9]1[CH:14]=[CH:13][C:12]([C:15]2[CH:16]=[CH:17][C:18]3[C:19]([CH:23]=2)=[N:20][O:21][N:22]=3)=[CH:11][CH:10]=1)C)(C)(C)C.FC(F)(F)C(O)=O. Product: [N:22]1[O:21][N:20]=[C:19]2[CH:23]=[C:15]([C:12]3[CH:11]=[CH:10][C:9]([NH:7][CH3:6])=[CH:14][CH:13]=3)[CH:16]=[CH:17][C:18]=12. The catalyst class is: 4. (7) Reactant: COC([C:5]1[N:9]([Cl:10])[C:8]([Cl:11])=[CH:7][N:6]=1)C.C1C(=O)N([Br:19])C(=O)C1.[C:20]([O:23][CH2:24]C)(=O)[CH3:21]. Product: [Br:19][C:5]1[N:9]([Cl:10])[C:8]([Cl:11])=[C:7]([CH:20]([O:23][CH3:24])[CH3:21])[N:6]=1. The catalyst class is: 10.